Dataset: Full USPTO retrosynthesis dataset with 1.9M reactions from patents (1976-2016). Task: Predict the reactants needed to synthesize the given product. Given the product [OH:54][C@H:51]1[CH2:52][CH2:53][C@H:48]([NH:47][C:10]([NH:9][C@@H:8]([C:12]2[NH:13][C:14]3[CH:19]=[CH:18][C:17]([CH3:20])=[CH:16][C:15]=3[N:11]=2)[CH2:7][C:6]2[CH:22]=[CH:23][C:3]([O:2][CH3:1])=[CH:4][CH:5]=2)=[O:21])[CH2:49][CH2:50]1, predict the reactants needed to synthesize it. The reactants are: [CH3:1][O:2][C:3]1[CH:23]=[CH:22][C:6]([CH2:7][C@@H:8]2[C:12]3=[N:13][C:14]4[CH:19]=[CH:18][C:17]([CH3:20])=[CH:16][C:15]=4[N:11]3[C:10](=[O:21])[NH:9]2)=[CH:5][CH:4]=1.COC1C=CC(C[C@@H]2C3=NC4C=C(C)C=CC=4N3C(=O)N2)=CC=1.[NH2:47][C@H:48]1[CH2:53][CH2:52][C@H:51]([OH:54])[CH2:50][CH2:49]1.C(O)(C(F)(F)F)=O.